From a dataset of Forward reaction prediction with 1.9M reactions from USPTO patents (1976-2016). Predict the product of the given reaction. (1) Given the reactants [CH3:1][O:2][C:3](=[O:22])[CH2:4][C@@H:5]([CH2:18][CH2:19][CH2:20][CH3:21])[C:6]([N:8]1[CH2:12][CH2:11][CH2:10][C@H:9]1[C:13](C(O)=O)=[O:14])=[O:7].CC[N:25](C(C)C)C(C)C.CN(C([O:39][N:40]1N=NC2C=CC=NC1=2)=[N+](C)C)C.F[P-](F)(F)(F)(F)F.[NH2:56]O.C([O-])(=O)CCC([O-])=O, predict the reaction product. The product is: [OH:39][NH:40][C:3](=[O:2])[CH2:4][C@@H:5]([CH2:18][CH2:19][CH2:20][CH3:21])[C:6]([N:8]1[CH2:12][CH2:11][CH2:10][C@H:9]1[C:13]([NH2:56])=[O:14])=[O:7].[CH3:1][O:2][C:3](=[O:22])[CH2:4][C@@H:5]([CH2:18][CH2:19][CH2:20][CH3:21])[C:6]([N:8]1[CH2:12][CH2:11][CH2:10][C@H:9]1[C:13]([NH2:25])=[O:14])=[O:7]. (2) The product is: [Br:1][C:2]1[CH:3]=[C:4]([C:9](=[O:10])[C:11]([C:17]2[CH:22]=[CH:21][C:20]([O:23][CH3:24])=[CH:19][CH:18]=2)=[O:31])[CH:5]=[CH:6][C:7]=1[F:8]. Given the reactants [Br:1][C:2]1[CH:3]=[C:4]([CH:9]([C:11]2([C:17]3[CH:22]=[CH:21][C:20]([O:23][CH3:24])=[CH:19][CH:18]=3)SCCCS2)[OH:10])[CH:5]=[CH:6][C:7]=1[F:8].BrN1C(=[O:31])CCC1=O.S([O-])([O-])=O.[Na+].[Na+], predict the reaction product. (3) Given the reactants Cl.[NH2:2][C@H:3]1[CH2:8][C@@H:7]([OH:9])[C@H:6]([CH3:10])[CH2:5][CH2:4]1.[Cl:11][C:12]1[N:17]=[C:16](Cl)[C:15]([C:19]([NH2:21])=[O:20])=[CH:14][N:13]=1.C([O-])([O-])=O.[K+].[K+].C1COCC1, predict the reaction product. The product is: [Cl:11][C:12]1[N:17]=[C:16]([NH:2][C@@H:3]2[CH2:4][CH2:5][C@@H:6]([CH3:10])[C@H:7]([OH:9])[CH2:8]2)[C:15]([C:19]([NH2:21])=[O:20])=[CH:14][N:13]=1. (4) Given the reactants [F:1][C:2]1[CH:7]=[CH:6][C:5]([N:8]2[CH:12]=[C:11]([C:13]3[CH:18]=[CH:17][C:16]([C@@H:19]4[O:24][CH2:23][CH2:22][N:21](C(OC(C)(C)C)=O)[CH2:20]4)=[CH:15][CH:14]=3)[CH:10]=[N:9]2)=[CH:4][CH:3]=1.[ClH:32].CCOCC, predict the reaction product. The product is: [ClH:32].[F:1][C:2]1[CH:7]=[CH:6][C:5]([N:8]2[CH:12]=[C:11]([C:13]3[CH:14]=[CH:15][C:16]([C@@H:19]4[O:24][CH2:23][CH2:22][NH:21][CH2:20]4)=[CH:17][CH:18]=3)[CH:10]=[N:9]2)=[CH:4][CH:3]=1. (5) Given the reactants [N+:1]([C:4]1[CH:5]=[C:6]([CH:23]=[CH:24][CH:25]=1)[CH:7]=[C:8]1O[C:13]2[CH:15]=[CH:16][CH:17]=[CH:18][C:12]=2[CH2:11][C:10]2[CH:19]=[CH:20][CH:21]=[CH:22][C:9]1=2)([O-])=O.[OH2:26].O.[Sn](Cl)(Cl)(Cl)Cl.C1(C)C=CC=CC=1, predict the reaction product. The product is: [C:8]1(=[CH:7][C:6]2[CH:5]=[C:4]([NH2:1])[CH:25]=[CH:24][CH:23]=2)[C:9]2[C:22]([O:26][CH2:13][C:15]3[CH:16]=[CH:17][CH:18]=[CH:12][C:11]=3[CH:10]=2)=[CH:21][CH:20]=[CH:19]1. (6) The product is: [CH:1]1([CH2:7][C@H:8]([NH:26][C:27]([C:29]2[CH:30]=[C:40]([C:65]3[CH:64]=[CH:63][CH:62]=[C:61]([O:60][CH3:59])[CH:66]=3)[CH:45]=[CH:35][CH:34]=2)=[O:28])[C:9](=[O:25])[NH:10][CH2:11][CH2:12][NH:13][C:14]2[CH:19]=[CH:18][C:17]([O:20][C:21]([F:24])([F:23])[F:22])=[CH:16][CH:15]=2)[CH2:6][CH2:5][CH2:4][CH2:3][CH2:2]1. Given the reactants [CH:1]1([CH2:7][C@H:8]([NH:26][C:27]([C:29]2[CH:30]=NC3N(N=C(C)C=3)[C:34]=2[CH3:35])=[O:28])[C:9](=[O:25])[NH:10][CH2:11][CH2:12][NH:13][C:14]2[CH:19]=[CH:18][C:17]([O:20][C:21]([F:24])([F:23])[F:22])=[CH:16][CH:15]=2)[CH2:6][CH2:5][CH2:4][CH2:3][CH2:2]1.[CH:40]1C=CC2N(O)N=NC=2[CH:45]=1.CC(C)N=C=NC(C)C.[CH3:59][O:60][C:61]1[CH:66]=[CH:65][C:64](NCCN)=[CH:63][CH:62]=1, predict the reaction product. (7) Given the reactants [Cl:1][C:2]1[CH:3]=[C:4]([C:9]2([OH:21])[CH2:13][CH2:12][N:11](C(OC(C)(C)C)=O)[CH2:10]2)[CH:5]=[CH:6][C:7]=1[F:8].FC(F)(F)C(O)=O, predict the reaction product. The product is: [Cl:1][C:2]1[CH:3]=[C:4]([C:9]2([OH:21])[CH2:13][CH2:12][NH:11][CH2:10]2)[CH:5]=[CH:6][C:7]=1[F:8].